From a dataset of CYP1A2 inhibition data for predicting drug metabolism from PubChem BioAssay. Regression/Classification. Given a drug SMILES string, predict its absorption, distribution, metabolism, or excretion properties. Task type varies by dataset: regression for continuous measurements (e.g., permeability, clearance, half-life) or binary classification for categorical outcomes (e.g., BBB penetration, CYP inhibition). Dataset: cyp1a2_veith. (1) The molecule is Cc1cc(C(F)(F)F)n2nc(-c3cnn(C)c3C(F)(F)F)c(Cl)c2n1. The result is 1 (inhibitor). (2) The drug is O=C(NCCN1CCOCC1)c1ccccc1[N+](=O)[O-]. The result is 0 (non-inhibitor). (3) The molecule is C[C@@]12Cc3cnc(-c4ccccc4)nc3C[C@@H]1CC[C@H]1[C@@H]2CC[C@]2(C)[C@@H]1CC[C@@]2(C)O. The result is 0 (non-inhibitor). (4) The compound is CC(=O)Nc1ccc(N2C(=O)CC(c3ccccc3)CC2=O)cc1. The result is 0 (non-inhibitor). (5) The compound is O=C1C2C3C=CC(C3)C2C(=O)N1c1ncn[nH]1. The result is 0 (non-inhibitor).